This data is from Full USPTO retrosynthesis dataset with 1.9M reactions from patents (1976-2016). The task is: Predict the reactants needed to synthesize the given product. (1) Given the product [C:1]([O:5][C:6]([N:8]1[C:16]2[C:11](=[CH:12][C:13]([NH2:17])=[CH:14][CH:15]=2)[C:10]([NH2:20])=[N:9]1)=[O:7])([CH3:4])([CH3:2])[CH3:3], predict the reactants needed to synthesize it. The reactants are: [C:1]([O:5][C:6]([N:8]1[C:16]2[C:11](=[CH:12][C:13]([N+:17]([O-])=O)=[CH:14][CH:15]=2)[C:10]([NH2:20])=[N:9]1)=[O:7])([CH3:4])([CH3:3])[CH3:2]. (2) The reactants are: [Cl:1][C:2]1[CH:3]=[CH:4][C:5](/[CH:14]=[CH:15]/[C:16]([O:18]C(C)(C)C)=[O:17])=[C:6]([C:8]2[CH:13]=[CH:12][CH:11]=[CH:10][CH:9]=2)[CH:7]=1. Given the product [Cl:1][C:2]1[CH:3]=[CH:4][C:5]([CH2:14][CH2:15][C:16]([OH:18])=[O:17])=[C:6]([C:8]2[CH:13]=[CH:12][CH:11]=[CH:10][CH:9]=2)[CH:7]=1, predict the reactants needed to synthesize it. (3) Given the product [NH:37]1[CH2:38][CH2:39][CH2:40][CH2:35][CH:36]1[CH2:43][CH2:42][NH:41][C:22]([C:21]1[CH:20]=[C:19]([C:7]2[C:6]3[C:10](=[CH:11][CH:12]=[C:4]([C:1]([NH2:2])=[O:3])[CH:5]=3)[NH:9][N:8]=2)[CH:28]=[CH:27][CH:26]=1)=[O:23], predict the reactants needed to synthesize it. The reactants are: [C:1]([C:4]1[CH:5]=[C:6]2[C:10](=[CH:11][CH:12]=1)[N:9](C1CCCCO1)[N:8]=[C:7]2[C:19]1[CH:20]=[C:21]([CH:26]=[CH:27][CH:28]=1)[C:22](OC)=[O:23])(=[O:3])[NH2:2].[OH-].[Li+].ON1[C:36]2[N:37]=[CH:38][CH:39]=[CH:40][C:35]=2N=N1.[NH2:41][CH2:42][CH2:43]N1CCCCC1.Cl.C(N=C=NCCCN(C)C)C.Cl. (4) Given the product [Cl:1][C:2]1[N:3]=[C:4]([N:12]2[CH2:17][CH2:16][CH2:15][C@@H:14]([NH:18][C:26](=[O:27])[O:28][C:29]([CH3:32])([CH3:31])[CH3:30])[CH2:13]2)[C:5]2[N:11]=[CH:10][CH:9]=[CH:8][C:6]=2[N:7]=1, predict the reactants needed to synthesize it. The reactants are: [Cl:1][C:2]1[N:3]=[C:4]([N:12]2[CH2:17][CH2:16][CH2:15][C@@H:14]([NH2:18])[CH2:13]2)[C:5]2[N:11]=[CH:10][CH:9]=[CH:8][C:6]=2[N:7]=1.C(N(CC)CC)C.[C:26](O[C:26]([O:28][C:29]([CH3:32])([CH3:31])[CH3:30])=[O:27])([O:28][C:29]([CH3:32])([CH3:31])[CH3:30])=[O:27]. (5) Given the product [CH3:32][C:28]1[N:29]=[CH:30][C:31]([O:1][CH:2]2[CH2:3][N:4]([C:6]([CH:8]3[CH2:14][CH2:13][CH2:12][N:11]([C:15]([O:17][CH2:18][C:19]4[CH:24]=[CH:23][CH:22]=[CH:21][CH:20]=4)=[O:16])[CH2:10][CH2:9]3)=[O:7])[CH2:5]2)=[CH:26][CH:27]=1, predict the reactants needed to synthesize it. The reactants are: [OH:1][CH:2]1[CH2:5][N:4]([C:6]([CH:8]2[CH2:14][CH2:13][CH2:12][N:11]([C:15]([O:17][CH2:18][C:19]3[CH:24]=[CH:23][CH:22]=[CH:21][CH:20]=3)=[O:16])[CH2:10][CH2:9]2)=[O:7])[CH2:3]1.Cl[C:26]1[CH:31]=[CH:30][N:29]=[C:28]([CH3:32])[CH:27]=1.[H-].[Na+].